This data is from Reaction yield outcomes from USPTO patents with 853,638 reactions. The task is: Predict the reaction yield, written as a fraction of the theoretical maximum amount of product (1.0 means a 100% yield; for example, 0.34 means a 34% yield). (1) The reactants are [CH3:1][C:2]1([CH3:15])[CH2:7][CH2:6][CH2:5][C:4](=O)[CH:3]1[CH2:9][C:10]([O:12]CC)=[O:11].[BH4-].[Na+]. The catalyst is CO. The product is [CH3:15][C:2]1([CH3:1])[CH:3]2[CH2:9][C:10](=[O:11])[O:12][CH:4]2[CH2:5][CH2:6][CH2:7]1. The yield is 0.630. (2) The reactants are C1(C)C=C(C)C=C(C)C=1Cl.[OH:11][C@H:12]([C:27]1[CH:32]=[CH:31][C:30]([O:33][CH3:34])=[CH:29][CH:28]=1)[C@H:13]([NH:16][C:17](=[O:26])[O:18][CH2:19][C:20]1[CH:25]=[CH:24][CH:23]=[CH:22][CH:21]=1)[CH2:14]O.[NH:35]1[CH2:39][CH2:38][CH2:37][CH2:36]1. The catalyst is N1C=CC=CC=1. The product is [OH:11][C@H:12]([C:27]1[CH:32]=[CH:31][C:30]([O:33][CH3:34])=[CH:29][CH:28]=1)[C@H:13]([NH:16][C:17](=[O:26])[O:18][CH2:19][C:20]1[CH:25]=[CH:24][CH:23]=[CH:22][CH:21]=1)[CH2:14][N:35]1[CH2:39][CH2:38][CH2:37][CH2:36]1. The yield is 0.660.